The task is: Predict the reactants needed to synthesize the given product.. This data is from Full USPTO retrosynthesis dataset with 1.9M reactions from patents (1976-2016). (1) The reactants are: [CH2:1]([O:8][C:9]1[CH:14]=[CH:13][C:12]([Cl:15])=[CH:11][C:10]=1B(O)O)[C:2]1[CH:7]=[CH:6][CH:5]=[CH:4][CH:3]=1.[Br:19][C:20]1[C:21](=[O:26])[O:22][CH2:23][C:24]=1Br.C1([As](C2C=CC=CC=2)C2C=CC=CC=2)C=CC=CC=1.C(OCC)(=O)C. Given the product [Br:19][C:20]1[C:21](=[O:26])[O:22][CH2:23][C:24]=1[C:10]1[CH:11]=[C:12]([Cl:15])[CH:13]=[CH:14][C:9]=1[O:8][CH2:1][C:2]1[CH:7]=[CH:6][CH:5]=[CH:4][CH:3]=1, predict the reactants needed to synthesize it. (2) Given the product [Cl:1][C:2]1[CH:3]=[C:4]([S:17]([C:25]2[CH:26]=[CH:27][C:22]([O:21][CH2:28][C:29]([O:31][CH2:32][CH3:33])=[O:30])=[CH:23][CH:24]=2)(=[O:19])=[O:18])[CH:5]=[CH:6][C:7]=1[CH2:8][CH2:9][NH:10][C:11](=[O:16])[C:12]([F:15])([F:14])[F:13], predict the reactants needed to synthesize it. The reactants are: [Cl:1][C:2]1[CH:3]=[C:4]([S:17](Cl)(=[O:19])=[O:18])[CH:5]=[CH:6][C:7]=1[CH2:8][CH2:9][NH:10][C:11](=[O:16])[C:12]([F:15])([F:14])[F:13].[O:21]([CH2:28][C:29]([O:31][CH2:32][CH3:33])=[O:30])[C:22]1[CH:27]=[CH:26][CH:25]=[CH:24][CH:23]=1.Cl[Al](Cl)Cl. (3) The reactants are: Br[C:2]1[C:3]([CH:9]=[O:10])=[CH:4][C:5]([Cl:8])=[N:6][CH:7]=1.[C:11]1(B(O)O)[CH:16]=[CH:15][CH:14]=[CH:13][CH:12]=1.C(=O)([O-])[O-].[K+].[K+].C1OCCOC1.O. Given the product [Cl:8][C:5]1[CH:4]=[C:3]([CH:9]=[O:10])[C:2]([C:11]2[CH:16]=[CH:15][CH:14]=[CH:13][CH:12]=2)=[CH:7][N:6]=1, predict the reactants needed to synthesize it. (4) Given the product [CH:6]1([C:11]2([CH3:27])[N:15]([CH3:1])[C:14](=[O:16])[N:13]([CH2:17][C:18](=[O:25])[C:19]3[CH:20]=[CH:21][CH:22]=[CH:23][CH:24]=3)[C:12]2=[O:26])[CH2:10][CH2:9][CH2:8][CH2:7]1, predict the reactants needed to synthesize it. The reactants are: [CH3:1]N(C=O)C.[CH:6]1([C:11]2([CH3:27])[NH:15][C:14](=[O:16])[N:13]([CH2:17][C:18](=[O:25])[C:19]3[CH:24]=[CH:23][CH:22]=[CH:21][CH:20]=3)[C:12]2=[O:26])[CH2:10][CH2:9][CH2:8][CH2:7]1.C([O-])([O-])=O.[K+].[K+].CI.